Dataset: Catalyst prediction with 721,799 reactions and 888 catalyst types from USPTO. Task: Predict which catalyst facilitates the given reaction. (1) Reactant: NC1CC[N:5]([C:8]([O:10]CC2C=CC=CC=2)=[O:9])CC1.CCN=C=N[CH2:23][CH2:24][CH2:25]N(C)C.CN1CC[O:33][CH2:32]C1.C1[CH:37]=[CH:38][C:39]2[N:44](O)N=N[C:40]=2[CH:41]=1.[F:46][C:47]1[CH:48]=[C:49]([C:53]2[CH:61]=[CH:60][C:56](C(O)=O)=[CH:55][N:54]=2)[CH:50]=[CH:51][CH:52]=1.Cl[CH2:63]Cl. Product: [F:46][C:47]1[CH:48]=[C:49]([C:53]2[N:54]=[CH:55][CH:56]=[CH:60][C:61]=2[C:32]([NH:44][CH:39]2[CH2:38][CH2:37][N:5]([C:8]([O:10][C:24]([CH3:23])([CH3:25])[CH3:63])=[O:9])[CH2:41][CH2:40]2)=[O:33])[CH:50]=[CH:51][CH:52]=1. The catalyst class is: 3. (2) The catalyst class is: 120. Reactant: [CH:1]([N:4]1[C:13]2[C:8](=[C:9]([CH3:14])[CH:10]=[CH:11][CH:12]=2)[CH:7]=[C:6]([C:15]([OH:17])=O)[C:5]1=[O:18])([CH3:3])[CH3:2].C(Cl)(=O)C(Cl)=O.[NH2:25][CH2:26][CH:27]1[CH2:32][CH2:31][N:30]([C:33]([O:35][C:36]([CH3:39])([CH3:38])[CH3:37])=[O:34])[CH2:29][CH2:28]1.C(N(C(C)C)CC)(C)C. Product: [CH:1]([N:4]1[C:13]2[C:8](=[C:9]([CH3:14])[CH:10]=[CH:11][CH:12]=2)[CH:7]=[C:6]([C:15]([NH:25][CH2:26][CH:27]2[CH2:32][CH2:31][N:30]([C:33]([O:35][C:36]([CH3:39])([CH3:38])[CH3:37])=[O:34])[CH2:29][CH2:28]2)=[O:17])[C:5]1=[O:18])([CH3:2])[CH3:3]. (3) Reactant: [Cl:1][C:2]1[C:3]2[N:4]([CH:27]=[N:28][CH:29]=2)[C:5]([N:14]2[CH2:19][CH2:18][N:17]([C:20]([O:22][C:23]([CH3:26])([CH3:25])[CH3:24])=[O:21])[CH2:16][CH2:15]2)=[C:6]([C:8](N(OC)C)=[O:9])[CH:7]=1.[CH3:30][Mg]Cl.Cl.O.C([O-])(O)=O.[Na+]. Product: [C:8]([C:6]1[CH:7]=[C:2]([Cl:1])[C:3]2[N:4]([CH:27]=[N:28][CH:29]=2)[C:5]=1[N:14]1[CH2:19][CH2:18][N:17]([C:20]([O:22][C:23]([CH3:25])([CH3:26])[CH3:24])=[O:21])[CH2:16][CH2:15]1)(=[O:9])[CH3:30]. The catalyst class is: 7. (4) Reactant: [NH:1]1[CH2:5][CH2:4][N:3]=[C:2]1[CH2:6][N:7]1[C:15]2[C:10](=[CH:11][CH:12]=[CH:13][CH:14]=2)[CH:9]=[CH:8]1.C[Si]([O:20][S:21](Cl)(=[O:23])=[O:22])(C)C.CO. Product: [NH:3]1[CH2:4][CH2:5][N:1]=[C:2]1[CH2:6][N:7]1[C:15]2[C:10](=[CH:11][CH:12]=[CH:13][CH:14]=2)[C:9]([S:21]([OH:23])(=[O:22])=[O:20])=[CH:8]1. The catalyst class is: 68. (5) Reactant: [Br:1][C:2]1[CH:3]=[C:4]2[C:9](=[CH:10][CH:11]=1)[CH:8]=[C:7]([OH:12])[CH:6]=[CH:5]2.[Si:13](Cl)([C:16]([CH3:19])([CH3:18])[CH3:17])([CH3:15])[CH3:14].N1C=CN=C1.O. Product: [Br:1][C:2]1[CH:3]=[C:4]2[C:9](=[CH:10][CH:11]=1)[CH:8]=[C:7]([O:12][Si:13]([C:16]([CH3:19])([CH3:18])[CH3:17])([CH3:15])[CH3:14])[CH:6]=[CH:5]2. The catalyst class is: 369. (6) Reactant: C[O:2][C:3](=[O:17])[C:4]1[CH:9]=[C:8]([C:10](=[O:12])[CH3:11])[CH:7]=[CH:6][C:5]=1[O:13][CH2:14][C:15]#[CH:16].[OH-].[Li+].[OH-].[Na+]. Product: [C:10]([C:8]1[CH:7]=[CH:6][C:5]([O:13][CH2:14][C:15]#[CH:16])=[C:4]([CH:9]=1)[C:3]([OH:17])=[O:2])(=[O:12])[CH3:11]. The catalyst class is: 38. (7) Reactant: C(O[K])(C)(C)C.F[C:8]1[CH:15]=[C:14]([C:16]([F:19])([F:18])[F:17])[CH:13]=[CH:12][C:9]=1[C:10]#[N:11].[N:20]1[CH:25]=[CH:24][CH:23]=[C:22]([NH2:26])[CH:21]=1.Cl. Product: [N:20]1[CH:25]=[CH:24][CH:23]=[C:22]([NH:26][C:8]2[CH:15]=[C:14]([C:16]([F:19])([F:18])[F:17])[CH:13]=[CH:12][C:9]=2[C:10]#[N:11])[CH:21]=1. The catalyst class is: 1. (8) Reactant: [CH:1]1([C:4]2[CH:9]=[CH:8][C:7]([N:10]3[CH2:14][CH2:13][C:12]4([CH2:19][CH2:18][NH:17][CH2:16][CH2:15]4)[C:11]3=[O:20])=[CH:6][CH:5]=2)[CH2:3][CH2:2]1.Br[CH:22]([CH3:26])[C:23]([OH:25])=[O:24].CCN(CC)CC. Product: [CH:1]1([C:4]2[CH:9]=[CH:8][C:7]([N:10]3[CH2:14][CH2:13][C:12]4([CH2:19][CH2:18][N:17]([CH:22]([CH3:26])[C:23]([OH:25])=[O:24])[CH2:16][CH2:15]4)[C:11]3=[O:20])=[CH:6][CH:5]=2)[CH2:3][CH2:2]1. The catalyst class is: 26.